This data is from Reaction yield outcomes from USPTO patents with 853,638 reactions. The task is: Predict the reaction yield, written as a fraction of the theoretical maximum amount of product (1.0 means a 100% yield; for example, 0.34 means a 34% yield). (1) The reactants are [F:1][C:2]1[CH:7]=[CH:6][CH:5]=[C:4]([F:8])[C:3]=1[N:9]1[C:14]2[N:15]=[C:16](S(C)(=O)=O)[N:17]=[C:18]([C:19]3[CH:20]=[C:21]([NH:26][C:27]([C:29]4[CH:33]=[CH:32][S:31][CH:30]=4)=[O:28])[CH:22]=[CH:23][C:24]=3[CH3:25])[C:13]=2[CH:12]=[CH:11][C:10]1=[O:38].[CH3:39][C:40]1([CH3:49])[CH2:45][CH:44]([NH2:46])[CH2:43][C:42]([CH3:48])([CH3:47])[NH:41]1. The catalyst is C(#N)C. The product is [F:8][C:4]1[CH:5]=[CH:6][CH:7]=[C:2]([F:1])[C:3]=1[N:9]1[C:14]2[N:15]=[C:16]([NH:46][CH:44]3[CH2:45][C:40]([CH3:49])([CH3:39])[NH:41][C:42]([CH3:48])([CH3:47])[CH2:43]3)[N:17]=[C:18]([C:19]3[CH:20]=[C:21]([NH:26][C:27]([C:29]4[CH:33]=[CH:32][S:31][CH:30]=4)=[O:28])[CH:22]=[CH:23][C:24]=3[CH3:25])[C:13]=2[CH:12]=[CH:11][C:10]1=[O:38]. The yield is 0.160. (2) The reactants are [Br:1][C:2]1[CH:3]=[C:4]2[C:8](=[CH:9][CH:10]=1)[NH:7][N:6]=[C:5]2[C:11]1[CH:16]=[CH:15][C:14]([F:17])=[CH:13][CH:12]=1.[O:18]1[CH:23]=[CH:22][CH2:21][CH2:20][CH2:19]1.O.C1(C)C=CC(S(O)(=O)=O)=CC=1. The catalyst is O1CCCC1. The product is [Br:1][C:2]1[CH:3]=[C:4]2[C:8](=[CH:9][CH:10]=1)[N:7]([CH:19]1[CH2:20][CH2:21][CH2:22][CH2:23][O:18]1)[N:6]=[C:5]2[C:11]1[CH:16]=[CH:15][C:14]([F:17])=[CH:13][CH:12]=1. The yield is 0.820. (3) The catalyst is C(Cl)Cl. The yield is 0.520. The product is [CH2:1]([O:3][C:4]([C:6]1[N:14]([CH3:15])[C:13]2[CH:12]=[CH:11][N:10]=[CH:9][C:8]=2[C:7]=1[NH:16][C:17]1[CH:22]=[CH:21][C:20]([I:28])=[CH:19][C:18]=1[F:27])=[O:5])[CH3:2]. The reactants are [CH2:1]([O:3][C:4]([C:6]1[N:14]([CH3:15])[C:13]2[CH:12]=[CH:11][N:10]=[CH:9][C:8]=2[C:7]=1[NH:16][C:17]1[CH:22]=[CH:21][C:20]([Si](C)(C)C)=[CH:19][C:18]=1[F:27])=[O:5])[CH3:2].[I:28]Cl. (4) The reactants are [NH:1]1[CH2:6][CH2:5][CH2:4][C@@H:3]([NH:7][C:8](=[O:14])[O:9][C:10]([CH3:13])([CH3:12])[CH3:11])[CH2:2]1.Cl[C:16]1[C:21]([C:22]([F:25])([F:24])[F:23])=[CH:20][N:19]=[C:18]2[NH:26][CH:27]=[C:28]([NH:29][C:30](=[O:35])[C@H:31]([O:33][CH3:34])[CH3:32])[C:17]=12. The catalyst is CCCCO.O. The product is [CH3:34][O:33][C@H:31]([CH3:32])[C:30]([NH:29][C:28]1[C:17]2[C:18](=[N:19][CH:20]=[C:21]([C:22]([F:25])([F:23])[F:24])[C:16]=2[N:1]2[CH2:6][CH2:5][CH2:4][C@@H:3]([NH:7][C:8](=[O:14])[O:9][C:10]([CH3:11])([CH3:13])[CH3:12])[CH2:2]2)[NH:26][CH:27]=1)=[O:35]. The yield is 0.410.